From a dataset of Catalyst prediction with 721,799 reactions and 888 catalyst types from USPTO. Predict which catalyst facilitates the given reaction. (1) Reactant: [O:1]1[CH2:6][CH2:5][C:4](=O)[CH2:3][C:2]1=[O:8].[Br:9][C:10]1[CH:11]=[C:12]([CH:15]=[CH:16][C:17]=1[F:18])[CH:13]=O.[CH3:19][O:20][C:21](=[O:26])/[CH:22]=[C:23](\[NH2:25])/[CH3:24]. Product: [Br:9][C:10]1[CH:11]=[C:12]([CH:13]2[C:22]([C:21]([O:20][CH3:19])=[O:26])=[C:23]([CH3:24])[NH:25][C:4]3[CH2:5][CH2:6][O:1][C:2](=[O:8])[C:3]2=3)[CH:15]=[CH:16][C:17]=1[F:18]. The catalyst class is: 8. (2) Reactant: [NH2:1][C:2]1[CH:7]=[CH:6][C:5]([SH:8])=[CH:4][CH:3]=1.Cl[C:10]1[CH:15]=[CH:14][C:13]([N+:16]([O-:18])=[O:17])=[CH:12][CH:11]=1.C(=O)([O-])[O-].[K+].[K+]. Product: [N+:16]([C:13]1[CH:14]=[CH:15][C:10]([NH:1][C:2]2[CH:7]=[CH:6][C:5]([SH:8])=[CH:4][CH:3]=2)=[CH:11][CH:12]=1)([O-:18])=[O:17]. The catalyst class is: 3. (3) The catalyst class is: 4. Product: [CH2:20]([CH:22]([CH2:26][CH2:27][CH2:18][CH3:19])[C:23]([O:9][C:8]1[CH:10]=[CH:11][C:5]([C:1]([CH3:4])([CH3:2])[CH3:3])=[CH:6][C:7]=1[O:12][C:23](=[O:24])[CH:22]([CH2:20][CH3:21])[CH2:26][CH2:27][CH2:28][CH3:29])=[O:24])[CH3:21]. Reactant: [C:1]([C:5]1[CH:6]=[C:7]([OH:12])[C:8](=[CH:10][CH:11]=1)[OH:9])([CH3:4])([CH3:3])[CH3:2].C(N([CH2:18][CH3:19])CC)C.[CH2:20]([CH:22]([CH2:26][CH2:27][CH2:28][CH3:29])[C:23](Cl)=[O:24])[CH3:21]. (4) Reactant: [F:1][C:2]1[CH:7]=[C:6]([F:8])[CH:5]=[CH:4][C:3]=1[N:9]1[C:13]([C:14]2[S:23][C:22]3[C:21]4[CH:24]=[C:25]([C:28](O)=[O:29])[CH:26]=[CH:27][C:20]=4[O:19][CH2:18][CH2:17][C:16]=3[CH:15]=2)=[N:12][CH:11]=[N:10]1.CN(C(ON1N=NC2C=CC=NC1=2)=[N+](C)C)C.F[P-](F)(F)(F)(F)F.CCN(C(C)C)C(C)C.[CH3:64][N:65]([CH3:71])[CH:66]1[CH2:70][CH2:69][NH:68][CH2:67]1. Product: [F:1][C:2]1[CH:7]=[C:6]([F:8])[CH:5]=[CH:4][C:3]=1[N:9]1[C:13]([C:14]2[S:23][C:22]3[C:21]4[CH:24]=[C:25]([C:28]([N:68]5[CH2:69][CH2:70][C@H:66]([N:65]([CH3:71])[CH3:64])[CH2:67]5)=[O:29])[CH:26]=[CH:27][C:20]=4[O:19][CH2:18][CH2:17][C:16]=3[CH:15]=2)=[N:12][CH:11]=[N:10]1. The catalyst class is: 31. (5) Reactant: [S:1]1[CH:5]=[CH:4][CH:3]=[C:2]1[CH2:6][C:7](O)=O.C(N(CC)CC)C.[N+:17](C1C=CC(CBr)=CC=1)([O-:19])=[O:18].C1C[O:31][CH2:30][CH2:29]1.C1(C)C=CC=CC=1. Product: [CH3:29][C:30]([S:1][C:5]1[CH:4]=[CH:3][C:2]([N+:17]([O-:19])=[O:18])=[CH:6][CH:7]=1)=[O:31]. The catalyst class is: 11. (6) Reactant: CN(C(ON1N=NC2C=CC=NC1=2)=[N+](C)C)C.F[P-](F)(F)(F)(F)F.[Cl:25][C:26]1[CH:31]=[C:30]([NH:32][C:33]2[C:42]3[C:37](=[CH:38][CH:39]=[CH:40][C:41]=3[O:43][CH2:44][C@H:45]3[CH2:49][CH2:48][CH2:47][NH:46]3)[N:36]=[CH:35][N:34]=2)[CH:29]=[CH:28][C:27]=1[OH:50].[CH3:51][N:52]([CH3:57])[CH2:53][C:54](O)=[O:55]. Product: [Cl:25][C:26]1[CH:31]=[C:30]([NH:32][C:33]2[C:42]3[C:37](=[CH:38][CH:39]=[CH:40][C:41]=3[O:43][CH2:44][C@H:45]3[CH2:49][CH2:48][CH2:47][N:46]3[C:54](=[O:55])[CH2:53][N:52]([CH3:57])[CH3:51])[N:36]=[CH:35][N:34]=2)[CH:29]=[CH:28][C:27]=1[OH:50]. The catalyst class is: 3. (7) Reactant: [NH2:1][OH:2].[F:3][C:4]([F:23])([F:22])[C:5]1[N:9]2[N:10]=[C:11]([N:14]3[CH2:19][CH2:18][N:17]([C:20]#[N:21])[CH2:16][CH2:15]3)[CH:12]=[CH:13][C:8]2=[N:7][N:6]=1. Product: [OH:2][NH:1][C:20]([N:17]1[CH2:18][CH2:19][N:14]([C:11]2[CH:12]=[CH:13][C:8]3[N:9]([C:5]([C:4]([F:23])([F:3])[F:22])=[N:6][N:7]=3)[N:10]=2)[CH2:15][CH2:16]1)=[NH:21]. The catalyst class is: 8.